From a dataset of Forward reaction prediction with 1.9M reactions from USPTO patents (1976-2016). Predict the product of the given reaction. (1) Given the reactants C([NH:8][C@H:9]1[CH2:13][CH2:12][CH2:11][C@H:10]1[C:14]([O:16][CH2:17][CH3:18])=[O:15])C1C=CC=CC=1, predict the reaction product. The product is: [NH2:8][C@H:9]1[CH2:13][CH2:12][CH2:11][C@H:10]1[C:14]([O:16][CH2:17][CH3:18])=[O:15]. (2) The product is: [Cl:1][C:2]1[CH:3]=[C:4]2[C:8](=[CH:9][CH:10]=1)[N:7]([CH2:11][C:12]([OH:14])=[O:13])[C:6](=[O:19])[C:5]12[C:23](=[O:24])[N:22]([CH2:28][CH2:29][C:30]2[CH:35]=[CH:34][CH:33]=[CH:32][C:31]=2[Cl:36])[C:21](=[O:25])[N:20]1[CH3:26]. Given the reactants [Cl:1][C:2]1[CH:3]=[C:4]2[C:8](=[CH:9][CH:10]=1)[N:7]([CH2:11][C:12]([O:14]C(C)(C)C)=[O:13])[C:6](=[O:19])[C:5]12[C:23](=[O:24])[NH:22][C:21](=[O:25])[N:20]1[CH3:26].Br[CH2:28][CH2:29][C:30]1[CH:35]=[CH:34][CH:33]=[CH:32][C:31]=1[Cl:36], predict the reaction product. (3) Given the reactants [NH2:1][C:2]1[N:11]=[CH:10][CH:9]=[C:8]2[C:3]=1[CH:4]=[C:5]([C:27]1[CH:32]=[CH:31][CH:30]=[CH:29][CH:28]=1)[C:6]([C:12]1[CH:26]=[CH:25][C:15]([CH2:16][NH:17]C(=O)OC(C)(C)C)=[CH:14][CH:13]=1)=[N:7]2.[C:33]([OH:39])([C:35]([F:38])([F:37])[F:36])=[O:34], predict the reaction product. The product is: [F:36][C:35]([F:38])([F:37])[C:33]([O-:39])=[O:34].[F:36][C:35]([F:38])([F:37])[C:33]([O-:39])=[O:34].[NH2:1][C:2]1[NH+:11]=[CH:10][CH:9]=[C:8]2[C:3]=1[CH:4]=[C:5]([C:27]1[CH:28]=[CH:29][CH:30]=[CH:31][CH:32]=1)[C:6]([C:12]1[CH:13]=[CH:14][C:15]([CH2:16][NH3+:17])=[CH:25][CH:26]=1)=[N:7]2. (4) Given the reactants [CH3:1][N:2]1[C:11](=[O:12])[C:10]2[N:9]([CH2:13][C:14]3[CH:19]=[CH:18][CH:17]=[CH:16][C:15]=3[C:20]#[N:21])[C:8]([Cl:22])=[N:7][C:6]=2[NH:5][C:3]1=[O:4].[CH3:23][O:24][C:25]1[CH:30]=[CH:29][C:28]([CH2:31][CH2:32]O)=[CH:27][CH:26]=1.C1(P(C2C=CC=CC=2)C2C=CC=CC=2)C=CC=CC=1.N(C(OCC)=O)=NC(OCC)=O, predict the reaction product. The product is: [CH3:1][N:2]1[C:11](=[O:12])[C:10]2[N:9]([CH2:13][C:14]3[CH:19]=[CH:18][CH:17]=[CH:16][C:15]=3[C:20]#[N:21])[C:8]([Cl:22])=[N:7][C:6]=2[N:5]([CH2:32][CH2:31][C:28]2[CH:29]=[CH:30][C:25]([O:24][CH3:23])=[CH:26][CH:27]=2)[C:3]1=[O:4]. (5) Given the reactants Cl.[NH2:2][C@@H:3]1[CH2:7][CH2:6][CH2:5][C@@H:4]1[NH:8][C:9](=[O:20])[C:10]1[C:15]([O:16][CH3:17])=[CH:14][CH:13]=[CH:12][C:11]=1[O:18][CH3:19].N[C@H]1CCC[C@@H]1NC(=O)OC(C)(C)C.COC1C(OC)=C(C=CC=1)C([Cl:42])=O.C(=O)(O)[O-].[Na+], predict the reaction product. The product is: [ClH:42].[NH2:2][C@H:3]1[CH2:7][CH2:6][CH2:5][C@@H:4]1[NH:8][C:9](=[O:20])[C:10]1[C:15]([O:16][CH3:17])=[CH:14][CH:13]=[CH:12][C:11]=1[O:18][CH3:19]. (6) The product is: [Cl:14][C:15]1[CH:20]=[CH:19][CH:18]=[CH:17][C:16]=1[C:21]1[CH:25]=[N:24][N:23]([C:2]([O:4][C:5]2[CH:10]=[CH:9][C:8]([N+:11]([O-:13])=[O:12])=[CH:7][CH:6]=2)=[O:3])[CH:22]=1. Given the reactants Cl[C:2]([O:4][C:5]1[CH:10]=[CH:9][C:8]([N+:11]([O-:13])=[O:12])=[CH:7][CH:6]=1)=[O:3].[Cl:14][C:15]1[CH:20]=[CH:19][CH:18]=[CH:17][C:16]=1[C:21]1[CH:22]=[N:23][NH:24][CH:25]=1.O, predict the reaction product. (7) Given the reactants [Br:1][C:2]1[C:3]([O:21][CH3:22])=[C:4]([CH2:10][C:11]([C:13]2[CH:18]=[CH:17][C:16]([OH:19])=[CH:15][C:14]=2[OH:20])=[O:12])[CH:5]=[C:6]([O:8][CH3:9])[CH:7]=1.[CH2:23](OC(OCC)OCC)C.Cl, predict the reaction product. The product is: [Br:1][C:2]1[C:3]([O:21][CH3:22])=[C:4]([C:10]2[C:11](=[O:12])[C:13]3[C:14](=[CH:15][C:16]([OH:19])=[CH:17][CH:18]=3)[O:20][CH:23]=2)[CH:5]=[C:6]([O:8][CH3:9])[CH:7]=1. (8) Given the reactants [Cl:1][C:2]1[N:3]=[C:4]([N:19]2[CH2:24][CH2:23][O:22][CH2:21][CH2:20]2)[C:5]2[S:10][C:9]([CH2:11][N:12]3[CH2:17][CH2:16][NH:15][C:14](=O)[CH2:13]3)=[CH:8][C:6]=2[N:7]=1.[CH2:25]1[CH:30]2CNCCN2C[CH2:27][O:26]1, predict the reaction product. The product is: [Cl:1][C:2]1[N:3]=[C:4]([N:19]2[CH2:24][CH2:23][O:22][CH2:21][CH2:20]2)[C:5]2[S:10][C:9]([CH2:11][N:12]3[CH2:17][CH2:16][N:15]4[CH:14]([CH2:27][O:26][CH2:25][CH2:30]4)[CH2:13]3)=[CH:8][C:6]=2[N:7]=1.